From a dataset of Full USPTO retrosynthesis dataset with 1.9M reactions from patents (1976-2016). Predict the reactants needed to synthesize the given product. (1) Given the product [CH3:2][C:3]([CH3:46])([CH3:45])[CH2:4][C:5]1[N:6]=[C:7]([CH2:29][C:30]([C:33]2[CH:38]=[CH:37][C:36]([C:39]3[CH:40]=[N:41][N:42]([CH3:44])[CH:43]=3)=[CH:35][CH:34]=2)([OH:32])[CH3:31])[NH:8][CH:9]=1, predict the reactants needed to synthesize it. The reactants are: Cl.[CH3:2][C:3]([CH3:46])([CH3:45])[CH2:4][C:5]1[N:6]=[C:7]([CH2:29][C:30]([C:33]2[CH:38]=[CH:37][C:36]([C:39]3[CH:40]=[N:41][N:42]([CH3:44])[CH:43]=3)=[CH:35][CH:34]=2)([OH:32])[CH3:31])[N:8](C(C2C=CC=CC=2)(C2C=CC=CC=2)C2C=CC=CC=2)[CH:9]=1. (2) Given the product [F:1][C:2]1[CH:7]=[C:6]([OH:31])[CH:5]=[CH:4][C:3]=1[N:10]1[CH2:15][CH2:14][N:13]([C:16]([O:18][C:19]([CH3:22])([CH3:21])[CH3:20])=[O:17])[CH2:12][CH2:11]1, predict the reactants needed to synthesize it. The reactants are: [F:1][C:2]1[CH:7]=[C:6](C=O)[CH:5]=[CH:4][C:3]=1[N:10]1[CH2:15][CH2:14][N:13]([C:16]([O:18][C:19]([CH3:22])([CH3:21])[CH3:20])=[O:17])[CH2:12][CH2:11]1.ClC1C=CC=C(C(OO)=[O:31])C=1.C([O-])(O)=O.[Na+]. (3) Given the product [C:15]([O:19][C:20]([N:22]1[CH2:26][CH2:25][CH2:24][CH:23]1[C:27]1[NH:28][C:29]2[CH:35]=[CH:34][C:33]([C:2]3[S:3][C:4]4[C:12]([CH:13]=3)=[CH:11][C:10]3[S:9][C:8]([C:34]5[CH:33]=[CH:32][C:30]6[NH:31][C:27]([CH:23]7[CH2:24][CH2:25][CH2:26][N:22]7[C:45]([O:48][C:15]([CH3:16])([CH3:17])[CH3:18])=[O:46])=[N:28][C:29]=6[CH:35]=5)=[CH:7][C:6]=3[CH:5]=4)=[CH:32][C:30]=2[N:31]=1)=[O:21])([CH3:18])([CH3:16])[CH3:17], predict the reactants needed to synthesize it. The reactants are: I[C:2]1[S:3][C:4]2[C:12]([CH:13]=1)=[CH:11][C:10]1[S:9][C:8](I)=[CH:7][C:6]=1[CH:5]=2.[C:15]([O:19][C:20]([N:22]1[CH2:26][CH2:25][CH2:24][CH:23]1[C:27]1[NH:31][C:30]2[CH:32]=[CH:33][C:34](B3OC(C)(C)C(C)(C)O3)=[CH:35][C:29]=2[N:28]=1)=[O:21])([CH3:18])([CH3:17])[CH3:16].[C:45]([O-:48])([O-])=[O:46].[K+].[K+]. (4) Given the product [F:14][C:9]1[CH:8]=[C:7]2[C:12](=[CH:11][C:10]=1[N:21]1[CH2:20][C@H:19]([CH3:18])[N:28]([CH3:27])[C@H:23]([CH3:24])[CH2:22]1)[NH:4][CH2:5][CH2:6]2, predict the reactants needed to synthesize it. The reactants are: C([N:4]1[C:12]2[C:7](=[CH:8][C:9]([F:14])=[C:10](Br)[CH:11]=2)[CH2:6][CH2:5]1)(=O)C.FC1C=[C:18]2[C:22](=[CH:23][CH:24]=1)[NH:21][CH2:20][CH2:19]2.C[C@H]1N[C@@H](C)C[NH:28][CH2:27]1. (5) Given the product [C:56]([O:59][C:35](=[O:44])[NH:32][C:10]1[C:9]([O:8][CH2:1][C:2]2[CH:3]=[CH:4][CH:5]=[CH:6][CH:7]=2)=[CH:18][C:17]2[C:12](=[CH:13][C:14]([O:19][CH2:20][C:21]3[CH:22]=[CH:23][CH:24]=[CH:25][CH:26]=3)=[CH:15][CH:16]=2)[CH:11]=1)([CH3:58])([CH3:57])[CH3:55], predict the reactants needed to synthesize it. The reactants are: [CH2:1]([O:8][C:9]1[C:10](C(O)=O)=[CH:11][C:12]2[C:17]([CH:18]=1)=[CH:16][CH:15]=[C:14]([O:19][CH2:20][C:21]1[CH:26]=[CH:25][CH:24]=[CH:23][CH:22]=1)[CH:13]=2)[C:2]1[CH:7]=[CH:6][CH:5]=[CH:4][CH:3]=1.C([N:32]([CH2:35]C)CC)C.C1C=CC(P(N=[N+]=[N-])(C2C=CC=CC=2)=[O:44])=CC=1.O.[CH3:55][C:56]([OH:59])([CH3:58])[CH3:57]. (6) The reactants are: [N:1]1([S:11]([C:14]2[N:15]=[N:16][CH:17]=[CH:18][CH:19]=2)(=[O:13])=[O:12])[C:10]2[CH:5]([CH2:6][CH:7]=[CH:8][CH:9]=2)[CH2:4][CH2:3][CH2:2]1.FS(C1N=N[C:27]([O:30]C)=CC=1)(=O)=O.N1C2C(=CC=CC=2)CCC1. Given the product [CH3:27][O:30][C:17]1[N:16]=[N:15][C:14]([S:11]([N:1]2[C:10]3[CH:5]([CH2:6][CH:7]=[CH:8][CH:9]=3)[CH2:4][CH2:3][CH2:2]2)(=[O:13])=[O:12])=[CH:19][CH:18]=1, predict the reactants needed to synthesize it. (7) Given the product [CH:7]([C@H:10]1[CH2:11][O:12][CH2:13][CH2:14][NH:15]1)([CH3:9])[CH3:8], predict the reactants needed to synthesize it. The reactants are: [H-].[Al+3].[Li+].[H-].[H-].[H-].[CH:7]([C@@H:10]1[NH:15][C:14](=O)[CH2:13][O:12][CH2:11]1)([CH3:9])[CH3:8]. (8) Given the product [F:20][C:6]1[CH:5]=[C:4]([C:1]([OH:3])([CH3:21])[CH3:2])[CH:9]=[CH:8][C:7]=1[C@@H:10]([NH:12][C:13](=[O:19])[O:14][C:15]([CH3:18])([CH3:17])[CH3:16])[CH3:11], predict the reactants needed to synthesize it. The reactants are: [C:1]([C:4]1[CH:9]=[CH:8][C:7]([C@@H:10]([NH:12][C:13](=[O:19])[O:14][C:15]([CH3:18])([CH3:17])[CH3:16])[CH3:11])=[C:6]([F:20])[CH:5]=1)(=[O:3])[CH3:2].[CH3:21][Mg+].[Br-]. (9) The reactants are: [Cl:1][C:2]1[CH:7]=[CH:6][N:5]=[C:4]([C:8]2[CH:13]=[CH:12][N:11]=[C:10](O)[N:9]=2)[CH:3]=1.P(Cl)(Cl)([Cl:17])=O. Given the product [Cl:17][C:10]1[N:9]=[C:8]([C:4]2[CH:3]=[C:2]([Cl:1])[CH:7]=[CH:6][N:5]=2)[CH:13]=[CH:12][N:11]=1, predict the reactants needed to synthesize it. (10) Given the product [C:7]([C:4]1[S:3][C:2]([Br:1])=[CH:6][CH:5]=1)(=[O:14])[CH2:8][CH2:9][CH2:10][CH2:11][CH2:12][CH3:13], predict the reactants needed to synthesize it. The reactants are: [Br:1][C:2]1[S:3][CH:4]=[CH:5][CH:6]=1.[C:7](Cl)(=[O:14])[CH2:8][CH2:9][CH2:10][CH2:11][CH2:12][CH3:13].[Al+3].[Cl-].[Cl-].[Cl-].